From a dataset of Experimentally validated miRNA-target interactions with 360,000+ pairs, plus equal number of negative samples. Binary Classification. Given a miRNA mature sequence and a target amino acid sequence, predict their likelihood of interaction. (1) Result: 0 (no interaction). The miRNA is hsa-miR-548ai with sequence AAAGGUAAUUGCAGUUUUUCCC. The protein sequence of the target gene is MEELIVELRLFLELLDHEYLTSTVREKKAVLTNILLRLQSSKGFEVKDHAQKAEANNLPAPPQMPLPEIPQPWLPPDSGPPPLPTSSLPEGYYEEAVPLSPGKAPEYITSNYDSDAMSSSYESYDEEEEDGKGKKTRHQWPSEEASMDLVKDAKICAFLLRKKRFGQWTKLLCVIKDTKLLCYKSSKDQQPQMELPLQGCSITYIPRDSKKKKHELKITQQGTDPLVLAVQSKEQAEQWLKVIKEAYSGCSGPVDPECSPPPSTSAPVNKAELEKKLSSERPSSDGEGGVENGVTTCNGK.... (2) The miRNA is hsa-miR-526b-3p with sequence GAAAGUGCUUCCUUUUAGAGGC. The protein sequence of the target gene is MSPSGRLCLLTIVGLILPTRGQTLKDTTSSSSADSTIMDIQVPTRAPDAVYTELQPTSPTPTWPADETPQPQTQTQQLEGTDGPLVTDPETHKSTKAAHPTDDTTTLSERPSPSTDVQTDPQTLKPSGFHEDDPFFYDEHTLRKRGLLVAAVLFITGIIILTSGKCRQLSRLCRNRCR. Result: 1 (interaction).